From a dataset of Catalyst prediction with 721,799 reactions and 888 catalyst types from USPTO. Predict which catalyst facilitates the given reaction. (1) Reactant: CC(C)([O-])C.[K+].[C:7]([CH2:9][C:10]([NH2:12])=[O:11])#[N:8].F[C:14]1[CH:20]=[CH:19][C:18]([N+:21]([O-:23])=[O:22])=[CH:17][C:15]=1[NH2:16].[Cl-].[NH4+]. Product: [NH2:16][C:15]1[CH:17]=[C:18]([N+:21]([O-:23])=[O:22])[CH:19]=[CH:20][C:14]=1[CH:9]([C:7]#[N:8])[C:10]([NH2:12])=[O:11]. The catalyst class is: 9. (2) Reactant: Br[C:2]1[CH:7]=[CH:6][C:5]([NH:8][C:9]([C:11]2[N:12]([CH2:18][O:19][CH2:20][CH2:21][Si:22]([CH3:25])([CH3:24])[CH3:23])[CH:13]=[C:14]([C:16]#[N:17])[N:15]=2)=[O:10])=[C:4]([C:26]2[CH2:31][CH2:30][CH2:29][CH2:28][CH:27]=2)[CH:3]=1.[C:32]1(B(O)O)[CH:37]=[CH:36][CH:35]=[CH:34][CH:33]=1. Product: [C:26]1([C:4]2[CH:3]=[C:2]([C:32]3[CH:37]=[CH:36][CH:35]=[CH:34][CH:33]=3)[CH:7]=[CH:6][C:5]=2[NH:8][C:9]([C:11]2[N:12]([CH2:18][O:19][CH2:20][CH2:21][Si:22]([CH3:24])([CH3:25])[CH3:23])[CH:13]=[C:14]([C:16]#[N:17])[N:15]=2)=[O:10])[CH2:31][CH2:30][CH2:29][CH2:28][CH:27]=1. The catalyst class is: 521. (3) Reactant: [CH:1]1[CH:2]=[CH:3]C2N(O)N=N[C:5]=2[CH:6]=1.C1CCC(N=[C:18]=[N:19][CH:20]2[CH2:25][CH2:24][CH2:23][CH2:22]C2)CC1.[C:26]([O:29][CH2:30][CH3:31])(=O)[CH3:27].CCCCCC. Product: [CH2:30]([O:29][C:26]1[CH:27]=[C:18]2[C:24]([CH:25]=[CH:20][NH:19]2)=[CH:23][CH:22]=1)[C:31]1[CH:3]=[CH:2][CH:1]=[CH:6][CH:5]=1. The catalyst class is: 2.